This data is from NCI-60 drug combinations with 297,098 pairs across 59 cell lines. The task is: Regression. Given two drug SMILES strings and cell line genomic features, predict the synergy score measuring deviation from expected non-interaction effect. (1) Drug 1: CC12CCC3C(C1CCC2=O)CC(=C)C4=CC(=O)C=CC34C. Drug 2: C1=CC(=C2C(=C1NCCNCCO)C(=O)C3=C(C=CC(=C3C2=O)O)O)NCCNCCO. Cell line: MDA-MB-231. Synergy scores: CSS=52.9, Synergy_ZIP=3.86, Synergy_Bliss=3.86, Synergy_Loewe=4.42, Synergy_HSA=6.32. (2) Drug 1: C1=CC(=CC=C1C#N)C(C2=CC=C(C=C2)C#N)N3C=NC=N3. Drug 2: CC1=C(N=C(N=C1N)C(CC(=O)N)NCC(C(=O)N)N)C(=O)NC(C(C2=CN=CN2)OC3C(C(C(C(O3)CO)O)O)OC4C(C(C(C(O4)CO)O)OC(=O)N)O)C(=O)NC(C)C(C(C)C(=O)NC(C(C)O)C(=O)NCCC5=NC(=CS5)C6=NC(=CS6)C(=O)NCCC[S+](C)C)O. Cell line: SF-268. Synergy scores: CSS=22.2, Synergy_ZIP=-1.81, Synergy_Bliss=2.25, Synergy_Loewe=1.34, Synergy_HSA=5.03. (3) Drug 1: C1C(C(OC1N2C=NC3=C(N=C(N=C32)Cl)N)CO)O. Drug 2: CC(C)CN1C=NC2=C1C3=CC=CC=C3N=C2N. Cell line: OVCAR3. Synergy scores: CSS=9.63, Synergy_ZIP=-0.779, Synergy_Bliss=2.00, Synergy_Loewe=-1.11, Synergy_HSA=-3.28.